From a dataset of Forward reaction prediction with 1.9M reactions from USPTO patents (1976-2016). Predict the product of the given reaction. Given the reactants Cl[C:2]1[N:7]=[C:6]2[N:8]([CH3:11])[N:9]=[CH:10][C:5]2=[C:4]([NH:12][C:13]2[CH:18]=[CH:17][CH:16]=[C:15]([O:19][CH3:20])[CH:14]=2)[N:3]=1.[NH:21]1[C:29]2[C:24](=[CH:25][C:26](B3OC(C)(C)C(C)(C)O3)=[CH:27][N:28]=2)[CH:23]=[CH:22]1, predict the reaction product. The product is: [CH3:20][O:19][C:15]1[CH:14]=[C:13]([NH:12][C:4]2[N:3]=[C:2]([C:26]3[CH:25]=[C:24]4[CH:23]=[CH:22][NH:21][C:29]4=[N:28][CH:27]=3)[N:7]=[C:6]3[N:8]([CH3:11])[N:9]=[CH:10][C:5]=23)[CH:18]=[CH:17][CH:16]=1.